Dataset: Peptide-MHC class I binding affinity with 185,985 pairs from IEDB/IMGT. Task: Regression. Given a peptide amino acid sequence and an MHC pseudo amino acid sequence, predict their binding affinity value. This is MHC class I binding data. (1) The peptide sequence is NVRGSGMRILV. The MHC is HLA-A02:06 with pseudo-sequence HLA-A02:06. The binding affinity (normalized) is 0. (2) The peptide sequence is KSAYPFDEL. The MHC is HLA-B57:01 with pseudo-sequence HLA-B57:01. The binding affinity (normalized) is 0.0847. (3) The peptide sequence is YLHDPLTPY. The MHC is HLA-B39:01 with pseudo-sequence HLA-B39:01. The binding affinity (normalized) is 0.0847. (4) The peptide sequence is QIYPGIKVR. The MHC is HLA-A30:02 with pseudo-sequence HLA-A30:02. The binding affinity (normalized) is 0.